Dataset: Catalyst prediction with 721,799 reactions and 888 catalyst types from USPTO. Task: Predict which catalyst facilitates the given reaction. (1) Reactant: [Cl:1][C:2]1[N:7]=[C:6]([C:8]2[C:9]([C:18]3[CH:19]=[C:20]([CH:22]=[CH:23][CH:24]=3)[NH2:21])=[N:10][N:11]3[CH:16]=[C:15]([F:17])[CH:14]=[CH:13][C:12]=23)[CH:5]=[CH:4][N:3]=1.ClC1N=C(C2C(C3C=C(NC(=O)C(F)(F)F)C=CC=3)=NN3C=CC=C(F)C=23)C=CN=1.[F:55][C:56]1[CH:64]=[CH:63][CH:62]=[C:61]([F:65])[C:57]=1[C:58](Cl)=[O:59].C([O-])(O)=O.[Na+]. Product: [Cl:1][C:2]1[N:7]=[C:6]([C:8]2[C:9]([C:18]3[CH:19]=[C:20]([NH:21][C:58](=[O:59])[C:57]4[C:56]([F:55])=[CH:64][CH:63]=[CH:62][C:61]=4[F:65])[CH:22]=[CH:23][CH:24]=3)=[N:10][N:11]3[CH:16]=[C:15]([F:17])[CH:14]=[CH:13][C:12]=23)[CH:5]=[CH:4][N:3]=1. The catalyst class is: 1. (2) Reactant: Br[C:2]1[C:10]2[C:5](=[CH:6][CH:7]=[CH:8][CH:9]=2)[N:4]([C:11]([C:13]2[C:18]([C:19]([F:22])([F:21])[F:20])=[CH:17][CH:16]=[CH:15][C:14]=2[Cl:23])=[O:12])[C:3]=1[CH3:24].[F:25][C:26]1[CH:31]=[C:30]([C:32]([O:34][CH3:35])=[O:33])[CH:29]=[CH:28][C:27]=1B(O)O.C([O-])([O-])=O.[K+].[K+]. Product: [Cl:23][C:14]1[CH:15]=[CH:16][CH:17]=[C:18]([C:19]([F:22])([F:21])[F:20])[C:13]=1[C:11]([N:4]1[C:5]2[C:10](=[CH:9][CH:8]=[CH:7][CH:6]=2)[C:2]([C:27]2[CH:28]=[CH:29][C:30]([C:32]([O:34][CH3:35])=[O:33])=[CH:31][C:26]=2[F:25])=[C:3]1[CH3:24])=[O:12]. The catalyst class is: 70. (3) Reactant: [C:1]([O:5][C:6]([N:8]1[CH2:13][CH:12]=[C:11]([C:14]2[C:22]3[S:21][C:20]([NH:23][C:24](=[O:32])[C:25]4[CH:30]=[CH:29][C:28]([F:31])=[CH:27][CH:26]=4)=[N:19][C:18]=3[C:17]([O:33][CH3:34])=[CH:16][CH:15]=2)[CH2:10][CH2:9]1)=[O:7])([CH3:4])([CH3:3])[CH3:2].C1COCC1. Product: [C:1]([O:5][C:6]([N:8]1[CH2:13][CH2:12][CH:11]([C:14]2[C:22]3[S:21][C:20]([NH:23][C:24](=[O:32])[C:25]4[CH:26]=[CH:27][C:28]([F:31])=[CH:29][CH:30]=4)=[N:19][C:18]=3[C:17]([O:33][CH3:34])=[CH:16][CH:15]=2)[CH2:10][CH2:9]1)=[O:7])([CH3:4])([CH3:3])[CH3:2]. The catalyst class is: 19. (4) The catalyst class is: 644. Reactant: [Cl:1][C:2]1[CH:26]=[CH:25][C:24]([Cl:27])=[CH:23][C:3]=1[O:4][C:5]1[CH:10]=[CH:9][N:8]=[CH:7][C:6]=1[C:11](N1C2C(=CC=CC=2)CCC1)=[O:12].[NH:28]1[C:37]2[C:32](=[CH:33][CH:34]=[CH:35][C:36]=2[NH2:38])[CH2:31][CH2:30][CH2:29]1. Product: [Cl:1][C:2]1[CH:26]=[CH:25][C:24]([Cl:27])=[CH:23][C:3]=1[O:4][C:5]1[C:6]([C:11]([NH:38][C:36]2[CH:35]=[CH:34][CH:33]=[C:32]3[C:37]=2[NH:28][CH2:29][CH2:30][CH2:31]3)=[O:12])=[CH:7][N:8]=[CH:9][CH:10]=1. (5) Reactant: [OH:1][CH:2]([CH2:14][CH3:15])[CH2:3][CH2:4][N:5]([CH3:13])[C:6](=[O:12])[O:7][C:8]([CH3:11])([CH3:10])[CH3:9].[Cl:16][C:17]1[C:24]([F:25])=[CH:23][C:20]([C:21]#[N:22])=[C:19](F)[CH:18]=1. Product: [Cl:16][C:17]1[C:24]([F:25])=[CH:23][C:20]([C:21]#[N:22])=[C:19]([CH:18]=1)[O:1][CH:2]([CH2:14][CH3:15])[CH2:3][CH2:4][N:5]([CH3:13])[C:6](=[O:12])[O:7][C:8]([CH3:10])([CH3:11])[CH3:9]. The catalyst class is: 9. (6) Reactant: [OH:1][C:2]1[CH:3]=[C:4]([CH:7]=[CH:8][C:9]=1[C:10]1[CH:15]=[CH:14][CH:13]=[CH:12][CH:11]=1)[C:5]#[N:6].C(=O)([O-])[O-].[K+].[K+].[CH2:22]([O:29][CH2:30][CH2:31][CH2:32][CH2:33]Br)[C:23]1[CH:28]=[CH:27][CH:26]=[CH:25][CH:24]=1. Product: [CH2:22]([O:29][CH2:30][CH2:31][CH2:32][CH2:33][O:1][C:2]1[CH:3]=[C:4]([CH2:5][NH2:6])[CH:7]=[CH:8][C:9]=1[C:10]1[CH:11]=[CH:12][CH:13]=[CH:14][CH:15]=1)[C:23]1[CH:28]=[CH:27][CH:26]=[CH:25][CH:24]=1. The catalyst class is: 9. (7) Reactant: [Cl:1][C:2]1[CH:7]=[C:6]([CH2:8]O)[CH:5]=[C:4]([CH3:10])[N:3]=1.S(Cl)([Cl:13])=O. Product: [Cl:1][C:2]1[CH:7]=[C:6]([CH2:8][Cl:13])[CH:5]=[C:4]([CH3:10])[N:3]=1. The catalyst class is: 2. (8) Product: [F:9][C:10]1[C:15]([CH:16]([CH3:18])[CH3:17])=[CH:14][C:13]([C:19]2[CH:24]=[C:23]([CH3:25])[C:22]([C:26]([F:29])([F:28])[F:27])=[CH:21][C:20]=2[I:33])=[C:12]([O:31][CH3:32])[CH:11]=1. Reactant: N(OCCC(C)C)=O.[F:9][C:10]1[C:15]([CH:16]([CH3:18])[CH3:17])=[CH:14][C:13]([C:19]2[C:20](N)=[CH:21][C:22]([C:26]([F:29])([F:28])[F:27])=[C:23]([CH3:25])[CH:24]=2)=[C:12]([O:31][CH3:32])[CH:11]=1.[I:33]I. The catalyst class is: 25. (9) Reactant: [I:1][C:2]1[CH:3]=[C:4]2[C:8](=[CH:9][CH:10]=1)[NH:7][C:6](=[O:11])[C:5]2=O.[NH:13]([C:15]([C:17]1[CH:22]=[CH:21][C:20]([NH:23][C:24](=[O:33])[CH2:25][O:26][C:27]2[CH:32]=[CH:31][CH:30]=[CH:29][CH:28]=2)=[CH:19][CH:18]=1)=[O:16])[NH2:14]. Product: [I:1][C:2]1[CH:3]=[C:4]2[C:8](=[CH:9][CH:10]=1)[NH:7][C:6](=[O:11])[C:5]2=[N:14][NH:13][C:15]([C:17]1[CH:18]=[CH:19][C:20]([NH:23][C:24](=[O:33])[CH2:25][O:26][C:27]2[CH:28]=[CH:29][CH:30]=[CH:31][CH:32]=2)=[CH:21][CH:22]=1)=[O:16]. The catalyst class is: 15. (10) Reactant: [F:1][C:2]1[CH:7]=[C:6]([F:8])[CH:5]=[CH:4][C:3]=1/[CH:9]=[CH:10]/[C:11]1[CH:16]=[CH:15][C:14]([S:17]([C:20]2[CH:27]=[CH:26][C:23]([C:24]#[N:25])=[CH:22][CH:21]=2)(=[O:19])=[O:18])=[CH:13][CH:12]=1.C(=O)([O-])[O-:29].[K+].[K+].OO.[Na]. Product: [F:1][C:2]1[CH:7]=[C:6]([F:8])[CH:5]=[CH:4][C:3]=1/[CH:9]=[CH:10]/[C:11]1[CH:12]=[CH:13][C:14]([S:17]([C:20]2[CH:27]=[CH:26][C:23]([C:24]([NH2:25])=[O:29])=[CH:22][CH:21]=2)(=[O:18])=[O:19])=[CH:15][CH:16]=1. The catalyst class is: 58.